This data is from Catalyst prediction with 721,799 reactions and 888 catalyst types from USPTO. The task is: Predict which catalyst facilitates the given reaction. Reactant: [Cl:1][C:2]1[N:7]=[CH:6][C:5]([OH:8])=[CH:4][N:3]=1.[CH2:9]([O:11][CH2:12]Cl)[CH3:10].C([O-])([O-])=O.[K+].[K+]. Product: [Cl:1][C:2]1[N:7]=[CH:6][C:5]([O:8][CH2:12][O:11][CH2:9][CH3:10])=[CH:4][N:3]=1. The catalyst class is: 3.